The task is: Binary Classification. Given a miRNA mature sequence and a target amino acid sequence, predict their likelihood of interaction.. This data is from Experimentally validated miRNA-target interactions with 360,000+ pairs, plus equal number of negative samples. (1) The miRNA is hsa-miR-8076 with sequence UAUAUGGACUUUUCUGAUACAAUG. The protein sequence of the target gene is MLRMRTAGWARGWCLGCCLLLPLSLSLAAAKQLLRYRLAEEGPADVRIGNVASDLGIVTGSGEVTFSLESGSEYLKIDNLTGELSTSERRIDREKLPQCQMIFDENECFLDFEVSVIGPSQSWVDLFEGQVIVLDINDNTPTFPSPVLTLTVEENRPVGTLYLLPTATDRDFGRNGIERYELLQEPGGGGSGGESRRAGAADSAPYPGGGGNGASGGGSGGSKRRLDASEGGGGTNPGGRSSVFELQVADTPDGEKQPQLIVKGALDREQRDSYELTLRVRDGGDPPRSSQAILRVLITD.... Result: 1 (interaction). (2) The miRNA is hsa-miR-6801-3p with sequence ACCCCUGCCACUCACUGGCC. The protein sequence of the target gene is MREPALAASAMAYHPFHAPRPADFPMSAFLAAAQPSFFPALALPPGALAKPLPDPGLAGAAAAAAAAAAAAEAGLHVSALGPHPPAAHLRSLKSLEPEDEVEDDPKVTLEAKELWDQFHKLGTEMVITKSGRRMFPPFKVRVSGLDKKAKYILLMDIVAADDCRYKFHNSRWMVAGKADPEMPKRMYIHPDSPATGEQWMAKPVAFHKLKLTNNISDKHGFTILNSMHKYQPRFHIVRANDILKLPYSTFRTYVFPETDFIAVTAYQNDKITQLKIDNNPFAKGFRDTGNGRREKRKQLT.... Result: 1 (interaction). (3) The miRNA is hsa-miR-208b-5p with sequence AAGCUUUUUGCUCGAAUUAUGU. The protein sequence of the target gene is MTESTQLQTAENNNAGVVKMEPPPPATSSVSVSAAAAAHALSSLSSLTMAATGSALSPATPPPSLNLSHQQQQHQQHYALKWNDFQSSILSSFRHLRDEEDFVDVTLACDERSFTAHKVVLSACSPYFRRLLKANPCEHPIVILRDVRCDDVENLLSFMYNGEVNVSHEQLPDFLKTAHLLQIRGLADVNGGYPYSKALSAALSHNSSNNNNNNSSSNNSLSNNNNNNNNNAESSNHNKISSYLSPNQTSAACNNSSNSNSNNHSSSHNNSSSNNISGSLNSSLNSPFSAPQIPPPVTAS.... Result: 0 (no interaction).